The task is: Regression. Given two drug SMILES strings and cell line genomic features, predict the synergy score measuring deviation from expected non-interaction effect.. This data is from Merck oncology drug combination screen with 23,052 pairs across 39 cell lines. (1) Drug 1: Nc1ccn(C2OC(CO)C(O)C2(F)F)c(=O)n1. Drug 2: NC1(c2ccc(-c3nc4ccn5c(=O)[nH]nc5c4cc3-c3ccccc3)cc2)CCC1. Cell line: MSTO. Synergy scores: synergy=1.40. (2) Drug 1: CCC1(O)CC2CN(CCc3c([nH]c4ccccc34)C(C(=O)OC)(c3cc4c(cc3OC)N(C)C3C(O)(C(=O)OC)C(OC(C)=O)C5(CC)C=CCN6CCC43C65)C2)C1. Drug 2: CS(=O)(=O)CCNCc1ccc(-c2ccc3ncnc(Nc4ccc(OCc5cccc(F)c5)c(Cl)c4)c3c2)o1. Cell line: OV90. Synergy scores: synergy=-18.2. (3) Drug 1: O=c1[nH]cc(F)c(=O)[nH]1. Drug 2: O=C(O)C1(Cc2cccc(Nc3nccs3)n2)CCC(Oc2cccc(Cl)c2F)CC1. Cell line: KPL1. Synergy scores: synergy=3.72. (4) Drug 1: CC(=O)OC1C(=O)C2(C)C(O)CC3OCC3(OC(C)=O)C2C(OC(=O)c2ccccc2)C2(O)CC(OC(=O)C(O)C(NC(=O)c3ccccc3)c3ccccc3)C(C)=C1C2(C)C. Drug 2: NC(=O)c1cccc2cn(-c3ccc(C4CCCNC4)cc3)nc12. Cell line: OV90. Synergy scores: synergy=-19.3.